Predict the product of the given reaction. From a dataset of Forward reaction prediction with 1.9M reactions from USPTO patents (1976-2016). (1) Given the reactants [OH:1]O.[N:3]1[CH:8]=[CH:7][CH:6]=[C:5]([C:9]2[CH:18]=[CH:17][C:12]([C:13]([O:15][CH3:16])=[O:14])=[CH:11][CH:10]=2)[CH:4]=1, predict the reaction product. The product is: [O-:1][N+:3]1[CH:8]=[CH:7][CH:6]=[C:5]([C:9]2[CH:18]=[CH:17][C:12]([C:13]([O:15][CH3:16])=[O:14])=[CH:11][CH:10]=2)[CH:4]=1. (2) Given the reactants [CH3:1][NH:2][CH2:3][C:4]1[C:13]2[C:8](=[CH:9][CH:10]=[CH:11][CH:12]=2)[C:7]([CH3:14])=[CH:6][CH:5]=1.CNCC1C=CC2C(=CC=CC=2)C=1CCC.Cl.[O:32]=[C:33]1[NH:42][C:41]2[N:40]=[CH:39][C:38](/[CH:43]=[CH:44]/[C:45](O)=[O:46])=[CH:37][C:36]=2[CH2:35][CH2:34]1.Cl.CN1CC2C=C(/C=C/C(O)=O)C=NC=2NC(=O)C1, predict the reaction product. The product is: [CH3:1][N:2]([CH2:3][C:4]1[C:13]2[C:8](=[CH:9][CH:10]=[CH:11][CH:12]=2)[C:7]([CH3:14])=[CH:6][CH:5]=1)[C:45](=[O:46])/[CH:44]=[CH:43]/[C:38]1[CH:39]=[N:40][C:41]2[NH:42][C:33](=[O:32])[CH2:34][CH2:35][C:36]=2[CH:37]=1. (3) Given the reactants [NH:1]([C:66]([O:68][C:69]([CH3:72])([CH3:71])[CH3:70])=[O:67])[CH2:2][C:3]([NH:5][C@H:6]([C:24]([N:26]1[CH2:65][CH2:64][CH2:63][C@H:27]1[C:28]([NH:30][C@H:31]([C:33]([NH:35][C@H:36]([C:53]([O:55]CC1C=CC=CC=1)=[O:54])[CH2:37][CH2:38][CH2:39][CH2:40][NH:41][C:42]([O:44][CH2:45][C:46]1[CH:52]=[CH:51][CH:50]=[CH:49][C:47]=1[Cl:48])=[O:43])=[O:34])[CH3:32])=[O:29])=[O:25])[CH2:7][CH2:8][CH2:9][NH:10][C:11](=[NH:23])[NH:12][S:13]([C:16]1[CH:22]=[CH:21][C:19]([CH3:20])=[CH:18][CH:17]=1)(=[O:15])=[O:14])=[O:4].[OH-].[Na+].C(Cl)(Cl)Cl.CO, predict the reaction product. The product is: [NH:1]([C:66]([O:68][C:69]([CH3:70])([CH3:72])[CH3:71])=[O:67])[CH2:2][C:3]([NH:5][C@H:6]([C:24]([N:26]1[CH2:65][CH2:64][CH2:63][C@H:27]1[C:28]([NH:30][C@H:31]([C:33]([NH:35][C@H:36]([C:53]([OH:55])=[O:54])[CH2:37][CH2:38][CH2:39][CH2:40][NH:41][C:42]([O:44][CH2:45][C:46]1[CH:52]=[CH:51][CH:50]=[CH:49][C:47]=1[Cl:48])=[O:43])=[O:34])[CH3:32])=[O:29])=[O:25])[CH2:7][CH2:8][CH2:9][NH:10][C:11](=[NH:23])[NH:12][S:13]([C:16]1[CH:17]=[CH:18][C:19]([CH3:20])=[CH:21][CH:22]=1)(=[O:14])=[O:15])=[O:4]. (4) Given the reactants [Br:1][C:2]1[CH:3]=[C:4]([NH2:10])[C:5]([NH:8][CH3:9])=[CH:6][CH:7]=1.[F:11][CH:12]([F:16])[C:13](O)=O, predict the reaction product. The product is: [Br:1][C:2]1[CH:7]=[CH:6][C:5]2[N:8]([CH3:9])[C:13]([CH:12]([F:16])[F:11])=[N:10][C:4]=2[CH:3]=1.